From a dataset of Forward reaction prediction with 1.9M reactions from USPTO patents (1976-2016). Predict the product of the given reaction. (1) Given the reactants [Cl:1][C:2]1[S:6][C:5]([CH2:7][OH:8])=[CH:4][C:3]=1[S:9][C:10]1[CH:15]=[CH:14][CH:13]=[C:12]([Cl:16])[CH:11]=1, predict the reaction product. The product is: [Cl:1][C:2]1[S:6][C:5]([CH:7]=[O:8])=[CH:4][C:3]=1[S:9][C:10]1[CH:15]=[CH:14][CH:13]=[C:12]([Cl:16])[CH:11]=1. (2) The product is: [C:10]([OH:15])(=[O:14])[C:11]([CH3:13])=[CH2:12].[NH2:7][C:8]([O:31][CH2:24][CH3:23])=[O:9]. Given the reactants N#N.O=O.O=O.[N-:7]=[C:8]=[O:9].[C:10]([O:15]CCO)(=[O:14])[C:11]([CH3:13])=[CH2:12].C([C:23]1C=C(C)C=C(C)[C:24]=1[OH:31])(C)(C)C, predict the reaction product.